This data is from CYP1A2 inhibition data for predicting drug metabolism from PubChem BioAssay. The task is: Regression/Classification. Given a drug SMILES string, predict its absorption, distribution, metabolism, or excretion properties. Task type varies by dataset: regression for continuous measurements (e.g., permeability, clearance, half-life) or binary classification for categorical outcomes (e.g., BBB penetration, CYP inhibition). Dataset: cyp1a2_veith. The result is 1 (inhibitor). The compound is COc1ccc(C2=C(C#N)C(=O)OC2)cc1.